This data is from Forward reaction prediction with 1.9M reactions from USPTO patents (1976-2016). The task is: Predict the product of the given reaction. (1) Given the reactants P(Cl)(Cl)(Cl)=O.[Br:6][C:7]1[CH:12]=[CH:11][C:10]([CH:13]([O:17][C:18]2[CH:23]=[C:22]([O:24][CH2:25][CH3:26])[CH:21]=[C:20]([O:27][CH2:28][CH3:29])[CH:19]=2)[C:14](O)=[O:15])=[CH:9][CH:8]=1, predict the reaction product. The product is: [Br:6][C:7]1[CH:12]=[CH:11][C:10]([CH:13]2[C:14](=[O:15])[C:19]3[C:20]([O:27][CH2:28][CH3:29])=[CH:21][C:22]([O:24][CH2:25][CH3:26])=[CH:23][C:18]=3[O:17]2)=[CH:9][CH:8]=1. (2) Given the reactants [CH3:1][C:2]([CH3:7])([CH3:6])[CH2:3][CH:4]=O.[CH2:8]([NH2:11])[CH2:9][CH3:10].[S-:12][C:13]#[N:14].[K+].II.S(S([O-])=O)([O-])(=O)=O.[Na+].[Na+], predict the reaction product. The product is: [C:2]([C:3]1[S:12][C:13](=[NH:14])[N:11]([CH2:8][CH2:9][CH3:10])[CH:4]=1)([CH3:7])([CH3:6])[CH3:1]. (3) Given the reactants [C:1](O)(=O)[CH2:2][NH:3][C:4]([C:6]1[CH:11]=[CH:10][CH:9]=[CH:8][CH:7]=1)=O.[C:14](CC1C=CC=CC=1C=O)(O)=[O:15].[OH-:26].[K+].[CH3:28][OH:29], predict the reaction product. The product is: [O:26]=[C:4]1[C:6]2[C:11](=[CH:10][CH:9]=[CH:8][CH:7]=2)[CH:1]=[C:2]([C:28]([O:15][CH3:14])=[O:29])[NH:3]1. (4) Given the reactants [NH:1]1[CH:8]=[CH:7][C:5](=[O:6])[NH:4][C:2]1=[S:3].[OH-].[Na+].I[CH3:12], predict the reaction product. The product is: [CH3:12][S:3][C:2]1[N:4]=[C:5]([OH:6])[CH:7]=[CH:8][N:1]=1. (5) Given the reactants [Cl:1][CH2:2][CH2:3][CH2:4][C:5](Cl)=[O:6].[NH2:8][C:9]1[CH:10]=[C:11]([CH:17]=[C:18]([Br:20])[CH:19]=1)[C:12]([O:14][CH2:15][CH3:16])=[O:13].C(N(CC)CC)C, predict the reaction product. The product is: [Br:20][C:18]1[CH:17]=[C:11]([CH:10]=[C:9]([NH:8][C:5](=[O:6])[CH2:4][CH2:3][CH2:2][Cl:1])[CH:19]=1)[C:12]([O:14][CH2:15][CH3:16])=[O:13]. (6) Given the reactants [NH2:1][C:2]1[CH:10]=[C:9]2[C:5]([CH:6]=[N:7][NH:8]2)=[CH:4][CH:3]=1.Cl[CH2:12][C:13]([N:15]1[CH2:20][CH2:19][CH:18]([CH2:21][C:22]2[CH:27]=[CH:26][C:25]([F:28])=[CH:24][CH:23]=2)[CH2:17][CH2:16]1)=[O:14], predict the reaction product. The product is: [F:28][C:25]1[CH:26]=[CH:27][C:22]([CH2:21][CH:18]2[CH2:19][CH2:20][N:15]([C:13](=[O:14])[CH2:12][NH:1][C:2]3[CH:10]=[C:9]4[C:5]([CH:6]=[N:7][NH:8]4)=[CH:4][CH:3]=3)[CH2:16][CH2:17]2)=[CH:23][CH:24]=1. (7) The product is: [Cl:17][C:10]1[S:11][C:7]([C:3]2[CH:2]=[N:1][CH:6]=[CH:5][CH:4]=2)=[N:8][N:9]=1. Given the reactants [N:1]1[CH:6]=[CH:5][CH:4]=[C:3]([C:7]2[S:11][C:10](N)=[N:9][N:8]=2)[CH:2]=1.C(O)(=O)C.[ClH:17].N([O-])=O.[Na+], predict the reaction product. (8) Given the reactants [O:1]=[C:2]1[C:11]2[C:6](=[CH:7][CH:8]=[CH:9][CH:10]=2)[N:5]=[CH:4][CH:3]1[C:12]([OH:14])=[O:13].[OH-].[Na+].Cl, predict the reaction product. The product is: [O:1]=[C:2]1[C:11]2[C:6](=[CH:7][CH:8]=[CH:9][CH:10]=2)[NH:5][CH:4]=[C:3]1[C:12]([OH:14])=[O:13].